This data is from Reaction yield outcomes from USPTO patents with 853,638 reactions. The task is: Predict the reaction yield, written as a fraction of the theoretical maximum amount of product (1.0 means a 100% yield; for example, 0.34 means a 34% yield). (1) The reactants are [CH3:1][C:2]1[C:7]([C:8]2[N:9]([C:17]3[CH:22]=[CH:21][C:20]([S:23]([NH2:26])(=[O:25])=[O:24])=[CH:19][CH:18]=3)[CH:10]=[C:11]([C:13]([F:16])([F:15])[F:14])[N:12]=2)=[CH:6][CH:5]=[CH:4][N:3]=1.[C:27](O[C:27](=[O:31])[CH2:28][CH2:29][CH3:30])(=[O:31])[CH2:28][CH2:29][CH3:30].C(N(CC)CC)C. The catalyst is CN(C1C=CN=CC=1)C.O. The product is [CH3:1][C:2]1[C:7]([C:8]2[N:9]([C:17]3[CH:22]=[CH:21][C:20]([S:23]([NH:26][C:27](=[O:31])[CH2:28][CH2:29][CH3:30])(=[O:25])=[O:24])=[CH:19][CH:18]=3)[CH:10]=[C:11]([C:13]([F:14])([F:15])[F:16])[N:12]=2)=[CH:6][CH:5]=[CH:4][N:3]=1. The yield is 0.840. (2) The reactants are [NH2:1][C:2]1[CH:7]=[C:6]([F:8])[C:5]([N+:9]([O-:11])=[O:10])=[CH:4][C:3]=1[C:12]#[C:13][C:14]([CH3:26])([CH3:25])[C:15]([O:17][CH2:18][C:19]1[CH:24]=[CH:23][CH:22]=[CH:21][CH:20]=1)=[O:16]. The catalyst is C(#N)C.Cl[Pd]Cl. The product is [F:8][C:6]1[CH:7]=[C:2]2[C:3]([CH:12]=[C:13]([C:14]([CH3:26])([CH3:25])[C:15]([O:17][CH2:18][C:19]3[CH:20]=[CH:21][CH:22]=[CH:23][CH:24]=3)=[O:16])[NH:1]2)=[CH:4][C:5]=1[N+:9]([O-:11])=[O:10]. The yield is 0.900.